Dataset: Full USPTO retrosynthesis dataset with 1.9M reactions from patents (1976-2016). Task: Predict the reactants needed to synthesize the given product. (1) Given the product [CH3:18][O:19][C:20](=[O:34])[C:21]1[CH:22]=[CH:23][C:24]([NH:27][S:2](=[O:3])(=[O:4])[NH:5][CH2:6][C:35]([O:38][CH2:39][CH3:40])=[O:37])=[CH:25][CH:26]=1, predict the reactants needed to synthesize it. The reactants are: Cl[S:2]([N:5]=[C:6]=O)(=[O:4])=[O:3].S(Cl)(=O)(=O)N.S(Cl)(Cl)(=O)=O.[CH3:18][O:19][C:20](=[O:34])[C:21]1[CH:26]=[CH:25][C:24]([NH:27]CC(OCC)=O)=[CH:23][CH:22]=1.[C:35]([O:38][CH2:39][CH3:40])(=[O:37])C. (2) Given the product [CH2:15]([O:14][C:5]1[CH:6]=[C:7]([C:10]([F:11])([F:12])[F:13])[CH:8]=[CH:9][C:4]=1[N+:1]([O-:3])=[O:2])[C:16]1[CH:21]=[CH:20][CH:19]=[CH:18][CH:17]=1, predict the reactants needed to synthesize it. The reactants are: [N+:1]([C:4]1[CH:9]=[CH:8][C:7]([C:10]([F:13])([F:12])[F:11])=[CH:6][C:5]=1[OH:14])([O-:3])=[O:2].[CH2:15](Br)[C:16]1[CH:21]=[CH:20][CH:19]=[CH:18][CH:17]=1.C(=O)([O-])[O-].[K+].[K+]. (3) Given the product [CH3:25][O:24][C:18]1[CH:19]=[C:20]([OH:23])[CH:21]=[CH:22][C:17]=1[C:1]1[CH:6]=[CH:5][CH:4]=[CH:3][CH:2]=1, predict the reactants needed to synthesize it. The reactants are: [C:1]1(B(O)O)[CH:6]=[CH:5][CH:4]=[CH:3][CH:2]=1.C([O-])([O-])=O.[K+].[K+].Br[C:17]1[CH:22]=[CH:21][C:20]([OH:23])=[CH:19][C:18]=1[O:24][CH3:25].Cl. (4) The reactants are: [CH3:1][C:2]1[C:6]2[CH:7]=[CH:8][C:9]([CH3:11])=[CH:10][C:5]=2[O:4][C:3]=1[CH:12]([CH2:16][CH2:17][CH2:18][CH3:19])[CH2:13][CH2:14]O.C1(P(C2C=CC=CC=2)C2C=CC=CC=2)C=CC=CC=1.C(Br)(Br)(Br)[Br:40]. Given the product [Br:40][CH2:14][CH2:13][CH:12]([C:3]1[O:4][C:5]2[CH:10]=[C:9]([CH3:11])[CH:8]=[CH:7][C:6]=2[C:2]=1[CH3:1])[CH2:16][CH2:17][CH2:18][CH3:19], predict the reactants needed to synthesize it. (5) Given the product [Br:33][C:34]1[CH:35]=[C:36]([C:7]([C:6]2[CH:13]=[CH:14][C:3]([O:2][CH3:1])=[C:4]([CH3:15])[CH:5]=2)=[O:8])[CH:37]=[C:38]([CH2:40][CH2:41][O:42][CH3:43])[CH:39]=1, predict the reactants needed to synthesize it. The reactants are: [CH3:1][O:2][C:3]1[CH:14]=[CH:13][C:6]([C:7](N(OC)C)=[O:8])=[CH:5][C:4]=1[CH3:15].COC1C=CC(C(O)=O)=CC=1C.Cl.CNOC.[Br:33][C:34]1[CH:39]=[C:38]([CH2:40][CH2:41][O:42][CH3:43])[CH:37]=[C:36](Br)[CH:35]=1.C([Li])CCC.